Dataset: Reaction yield outcomes from USPTO patents with 853,638 reactions. Task: Predict the reaction yield, written as a fraction of the theoretical maximum amount of product (1.0 means a 100% yield; for example, 0.34 means a 34% yield). (1) The reactants are Cl[C:2]1[CH:26]=[CH:25][C:5]2[C:6](=[O:24])[C:7]3[CH:14]=[C:13]([O:15][CH2:16][CH2:17][N:18]4[CH2:23][CH2:22][O:21][CH2:20][CH2:19]4)[CH:12]=[CH:11][C:8]=3[CH2:9][CH2:10][C:4]=2[CH:3]=1.[C:27]1([NH2:34])[CH:32]=[CH:31][CH:30]=[CH:29][C:28]=1[NH2:33].C1(P(C2CCCCC2)C2C=CC=CC=2C2C(C(C)C)=CC(C(C)C)=CC=2C(C)C)CCCCC1.CC([O-])(C)C.[K+]. The catalyst is CC([O-])=O.CC([O-])=O.[Pd+2].CC(O)(C)C.C1(C)C=CC=CC=1. The product is [NH2:33][C:28]1[CH:29]=[CH:30][CH:31]=[CH:32][C:27]=1[NH:34][C:2]1[CH:26]=[CH:25][C:5]2[C:6](=[O:24])[C:7]3[CH:14]=[C:13]([O:15][CH2:16][CH2:17][N:18]4[CH2:23][CH2:22][O:21][CH2:20][CH2:19]4)[CH:12]=[CH:11][C:8]=3[CH2:9][CH2:10][C:4]=2[CH:3]=1. The yield is 0.740. (2) The reactants are [Br:1][C:2]1[C:3]([OH:14])=[N:4][CH:5]=[C:6]([CH:13]=1)[C:7]([N:9]([O:11][CH3:12])[CH3:10])=[O:8].[CH2:15](I)[CH3:16]. The catalyst is C(Cl)Cl.C(=O)([O-])[O-].[Ag+2]. The product is [Br:1][C:2]1[C:3]([O:14][CH2:15][CH3:16])=[N:4][CH:5]=[C:6]([CH:13]=1)[C:7]([N:9]([O:11][CH3:12])[CH3:10])=[O:8]. The yield is 0.300. (3) The reactants are [CH3:1][NH:2][C@H:3]([C:11]1[CH:16]=[CH:15][C:14]([C:17]2[CH:22]=[CH:21][C:20]([C:23]([O:25][CH2:26][CH3:27])=[O:24])=[CH:19][CH:18]=2)=[CH:13][CH:12]=1)[CH2:4][N:5]1[CH2:10][CH2:9][O:8][CH2:7][CH2:6]1.[Cl:28][C:29]1[C:30]([Cl:44])=[CH:31][C:32]2[O:37][CH2:36][C:35](=[O:38])[N:34]([CH2:39][C:40]([OH:42])=O)[C:33]=2[CH:43]=1.C(N(CC)CC)C.F[P-](F)(F)(F)(F)F.N1(O[P+](N(C)C)(N(C)C)N(C)C)C2C=CC=CC=2N=N1. The product is [Cl:28][C:29]1[C:30]([Cl:44])=[CH:31][C:32]2[O:37][CH2:36][C:35](=[O:38])[N:34]([CH2:39][C:40]([N:2]([CH3:1])[C@H:3]([C:11]3[CH:12]=[CH:13][C:14]([C:17]4[CH:22]=[CH:21][C:20]([C:23]([O:25][CH2:26][CH3:27])=[O:24])=[CH:19][CH:18]=4)=[CH:15][CH:16]=3)[CH2:4][N:5]3[CH2:10][CH2:9][O:8][CH2:7][CH2:6]3)=[O:42])[C:33]=2[CH:43]=1. The yield is 0.370. The catalyst is CN(C=O)C. (4) The reactants are [Cl:1][C:2]1[N:3]=[C:4]([N:13]2[CH2:18][CH2:17][O:16][CH2:15][CH2:14]2)[C:5]2[S:10][C:9]([CH:11]=O)=[CH:8][C:6]=2[N:7]=1.C1COCC1.[CH3:24][NH2:25]. The catalyst is C1(C)C=CC=CC=1.O. The product is [Cl:1][C:2]1[N:3]=[C:4]([N:13]2[CH2:18][CH2:17][O:16][CH2:15][CH2:14]2)[C:5]2[S:10][C:9]([CH2:11][NH:25][CH3:24])=[CH:8][C:6]=2[N:7]=1. The yield is 0.530.